This data is from Full USPTO retrosynthesis dataset with 1.9M reactions from patents (1976-2016). The task is: Predict the reactants needed to synthesize the given product. (1) Given the product [NH2:1][C:2]1[C:11]([F:12])=[C:10]([F:13])[CH:9]=[C:8]2[C:3]=1[C:4](=[O:25])[C:5]([C:22]([OH:24])=[O:23])=[CH:6][N:7]2[CH2:14][CH2:15][C:16]1[CH:21]=[CH:20][CH:19]=[CH:18][CH:17]=1, predict the reactants needed to synthesize it. The reactants are: [NH2:1][C:2]1[C:11]([F:12])=[C:10]([F:13])[CH:9]=[C:8]2[C:3]=1[C:4](=[O:25])[C:5]([C:22]([O-:24])=[O:23])=[CH:6][N:7]2[CH2:14][CH2:15][C:16]1[CH:21]=[CH:20][CH:19]=[CH:18][CH:17]=1.OS(O)(=O)=O. (2) Given the product [Cl:31][C:28]1[CH:27]=[CH:26][C:25]([C:19]2[C:18]3[C:22](=[CH:23][CH:24]=[C:16]([NH:15][S:11]([C:6]4[CH:7]=[CH:8][CH:9]=[CH:10][C:5]=4[S:2]([CH3:1])(=[O:4])=[O:3])(=[O:13])=[O:12])[CH:17]=3)[NH:21][N:20]=2)=[CH:30][CH:29]=1, predict the reactants needed to synthesize it. The reactants are: [CH3:1][S:2]([C:5]1[CH:10]=[CH:9][CH:8]=[CH:7][C:6]=1[S:11](Cl)(=[O:13])=[O:12])(=[O:4])=[O:3].[NH2:15][C:16]1[CH:17]=[C:18]2[C:22](=[CH:23][CH:24]=1)[NH:21][N:20]=[C:19]2[C:25]1[CH:30]=[CH:29][C:28]([Cl:31])=[CH:27][CH:26]=1.N1C=CC=CC=1.O. (3) Given the product [F:1][C:2]1[CH:3]=[C:4]([C:23]2[CH:28]=[CH:27][C:26]([C:29]([C@@H:31]3[CH2:35][CH2:34][CH2:33][C@H:32]3[C:36]([OH:38])=[O:37])=[O:30])=[CH:25][CH:24]=2)[CH:5]=[CH:6][C:7]=1[NH:8][C:9]1[S:10][C:11]2[CH:17]=[C:16]([O:18][C:19]([F:21])([F:20])[F:22])[CH:15]=[CH:14][C:12]=2[N:13]=1, predict the reactants needed to synthesize it. The reactants are: [F:1][C:2]1[CH:3]=[C:4]([C:23]2[CH:28]=[CH:27][C:26]([C:29]([C@@H:31]3[CH2:35][CH2:34][CH2:33][C@H:32]3[C:36]([O:38]C)=[O:37])=[O:30])=[CH:25][CH:24]=2)[CH:5]=[CH:6][C:7]=1[NH:8][C:9]1[S:10][C:11]2[CH:17]=[C:16]([O:18][C:19]([F:22])([F:21])[F:20])[CH:15]=[CH:14][C:12]=2[N:13]=1. (4) The reactants are: [CH:1]1([C:7]2[CH:31]=[CH:30][C:10]([C:11]([N:13]3[C:19]4[CH:20]=[CH:21][CH:22]=[CH:23][C:18]=4[CH2:17][N:16]4C(C(O)=O)=[CH:25][CH:26]=[C:15]4[CH2:14]3)=[O:12])=[CH:9][CH:8]=2)[CH2:6][CH2:5][CH2:4][CH2:3][CH2:2]1.[C:32](Cl)(=[O:36])[C:33](Cl)=O.C(N(CC)C(C)C)(C)C.[CH3:47][N:48]1[CH2:53][CH2:52][NH:51][CH2:50][CH2:49]1. Given the product [CH:1]1([C:7]2[CH:8]=[CH:9][C:10]([C:11]([N:13]3[C:19]4[CH:20]=[CH:21][CH:22]=[CH:23][C:18]=4[CH2:17][N:16]4[C:33]([C:32]([N:51]5[CH2:52][CH2:53][N:48]([CH3:47])[CH2:49][CH2:50]5)=[O:36])=[CH:25][CH:26]=[C:15]4[CH2:14]3)=[O:12])=[CH:30][CH:31]=2)[CH2:2][CH2:3][CH2:4][CH2:5][CH2:6]1, predict the reactants needed to synthesize it. (5) Given the product [Br:21][CH2:20][C:17]1[CH:18]=[CH:19][C:14]([CH2:13][O:39][C:36]2[CH:37]=[CH:38][C:33]([C@H:32]3[N:29]([C:26]4[CH:25]=[CH:24][C:23]([F:22])=[CH:28][CH:27]=4)[C:30](=[O:51])[C@@H:31]3[CH2:40][CH2:41][C@@H:42]([C:44]3[CH:45]=[CH:46][C:47]([F:50])=[CH:48][CH:49]=3)[OH:43])=[CH:34][CH:35]=2)=[CH:15][CH:16]=1, predict the reactants needed to synthesize it. The reactants are: C(=O)([O-])[O-].[Cs+].[Cs+].CN(C)C=O.Br[CH2:13][C:14]1[CH:19]=[CH:18][C:17]([CH2:20][Br:21])=[CH:16][CH:15]=1.[F:22][C:23]1[CH:28]=[CH:27][C:26]([N:29]2[C@H:32]([C:33]3[CH:38]=[CH:37][C:36]([OH:39])=[CH:35][CH:34]=3)[C@@H:31]([CH2:40][CH2:41][C@@H:42]([C:44]3[CH:49]=[CH:48][C:47]([F:50])=[CH:46][CH:45]=3)[OH:43])[C:30]2=[O:51])=[CH:25][CH:24]=1. (6) Given the product [N:1]1([C:11]2[CH:12]=[C:13]([CH:24]=[CH:25][C:26]=2[Cl:27])[CH2:14][NH:15][C@@H:16]([C:18]2[CH:23]=[CH:22][CH:21]=[CH:20][CH:19]=2)[CH3:17])[C:5]2[CH:6]=[CH:7][CH:8]=[CH:9][C:4]=2[N:3]=[CH:2]1, predict the reactants needed to synthesize it. The reactants are: [NH:1]1[C:5]2[CH:6]=[CH:7][CH:8]=[CH:9][C:4]=2[N:3]=[CH:2]1.Br[C:11]1[CH:12]=[C:13]([CH:24]=[CH:25][C:26]=1[Cl:27])[CH2:14][NH:15][C@@H:16]([C:18]1[CH:23]=[CH:22][CH:21]=[CH:20][CH:19]=1)[CH3:17].C(=O)([O-])[O-].[K+].[K+]. (7) Given the product [Cl:17][C:18]1[CH:23]=[CH:22][C:21]([O:27][CH3:28])=[C:20]([C:2]2[N:7]=[C:6]([NH2:8])[N:5]=[C:4]([NH:9][C:10]3[CH:15]=[CH:14][C:13]([Cl:16])=[CH:12][CH:11]=3)[CH:3]=2)[CH:19]=1, predict the reactants needed to synthesize it. The reactants are: Cl[C:2]1[N:7]=[C:6]([NH2:8])[N:5]=[C:4]([NH:9][C:10]2[CH:15]=[CH:14][C:13]([Cl:16])=[CH:12][CH:11]=2)[CH:3]=1.[Cl:17][C:18]1[CH:19]=[CH:20][C:21]([O:27][CH3:28])=[C:22](B(O)O)[CH:23]=1.C1(P(C2C=CC=CC=2)C2C=CC=CC=2)C=CC=CC=1.C(=O)([O-])[O-].[Na+].[Na+]. (8) Given the product [CH2:1]([N:3]1[C:7]([B:18]2[O:22][C:21]([CH3:24])([CH3:23])[C:20]([CH3:26])([CH3:25])[O:19]2)=[C:6]([CH3:8])[CH:5]=[N:4]1)[CH3:2], predict the reactants needed to synthesize it. The reactants are: [CH2:1]([N:3]1[CH:7]=[C:6]([CH3:8])[CH:5]=[N:4]1)[CH3:2].C([Li])CCC.C(O[B:18]1[O:22][C:21]([CH3:24])([CH3:23])[C:20]([CH3:26])([CH3:25])[O:19]1)(C)C. (9) The reactants are: Br[C:2]1[N:7]=[C:6]([C:8]([O:10][CH3:11])=[O:9])[CH:5]=[CH:4][CH:3]=1.Cl.[NH:13]1[CH2:16][CH2:15][CH2:14]1.C([O-])([O-])=O.[K+].[K+].N1CCC[C@H]1C(O)=O. Given the product [N:13]1([C:2]2[N:7]=[C:6]([C:8]([O:10][CH3:11])=[O:9])[CH:5]=[CH:4][CH:3]=2)[CH2:16][CH2:15][CH2:14]1, predict the reactants needed to synthesize it. (10) Given the product [NH2:27][CH2:28][CH2:29][CH2:30][NH:31][C:3]1[C:4]2[CH2:10][CH2:9][N:8]([C:11](=[O:16])[C:12]([F:15])([F:14])[F:13])[CH2:7][CH2:6][C:5]=2[CH:17]=[CH:18][C:2]=1[Cl:1], predict the reactants needed to synthesize it. The reactants are: [Cl:1][C:2]1[CH:18]=[CH:17][C:5]2[CH2:6][CH2:7][N:8]([C:11](=[O:16])[C:12]([F:15])([F:14])[F:13])[CH2:9][CH2:10][C:4]=2[C:3]=1OS(C(F)(F)F)(=O)=O.[NH2:27][CH2:28][CH2:29][CH2:30][NH:31]C(=O)OC(C)(C)C.